Predict the product of the given reaction. From a dataset of Forward reaction prediction with 1.9M reactions from USPTO patents (1976-2016). (1) Given the reactants [NH2:1][C:2]1[C:11]([O:12][CH3:13])=[N:10][C:9]2[C:4](=[CH:5][CH:6]=[C:7]([F:14])[CH:8]=2)[N:3]=1.Cl[C:16]([O:18][CH2:19][CH3:20])=[O:17].N1C=CC=CC=1, predict the reaction product. The product is: [F:14][C:7]1[CH:8]=[C:9]2[C:4](=[CH:5][CH:6]=1)[N:3]=[C:2]([NH:1][C:16](=[O:17])[O:18][CH2:19][CH3:20])[C:11]([O:12][CH3:13])=[N:10]2. (2) Given the reactants [CH3:1][C:2]([CH3:12])([CH3:11])[CH2:3][CH:4]1[CH2:7][CH:6]([C:8](O)=[O:9])[CH2:5]1.Cl.[CH3:14][NH:15][O:16][CH3:17].C1C=CC2N(O)N=NC=2C=1.CCN=C=NCCCN(C)C.Cl, predict the reaction product. The product is: [CH3:17][O:16][N:15]([CH3:14])[C:8]([CH:6]1[CH2:7][CH:4]([CH2:3][C:2]([CH3:12])([CH3:11])[CH3:1])[CH2:5]1)=[O:9]. (3) Given the reactants [CH2:1]([C@@H:8]1[NH:13][C:12](=O)[CH2:11][NH:10][C:9]1=O)[C:2]1[CH:7]=[CH:6][CH:5]=[CH:4][CH:3]=1.B.O1CCCC1, predict the reaction product. The product is: [CH2:1]([C@H:8]1[CH2:9][NH:10][CH2:11][CH2:12][NH:13]1)[C:2]1[CH:7]=[CH:6][CH:5]=[CH:4][CH:3]=1. (4) Given the reactants [CH2:1]([O:8][C:9]1[C:24](=[O:25])[N:13]2[CH2:14][CH2:15][O:16][CH2:17][C:18]3([CH2:23][CH2:22][O:21][CH2:20][CH2:19]3)[C:12]2=[N:11][C:10]=1[C:26](O)=[O:27])[C:2]1[CH:7]=[CH:6][CH:5]=[CH:4][CH:3]=1.[NH2:29][CH2:30][C:31]1[CH:36]=[CH:35][C:34]([F:37])=[CH:33][C:32]=1[N:38]1[C:42](=[O:43])[N:41]([CH3:44])[CH:40]=[N:39]1.C(N(C(C)C)CC)(C)C.N1(OC(N(C)C)=[N+](C)C)C2N=CC=CC=2N=N1.Cl, predict the reaction product. The product is: [CH2:1]([O:8][C:9]1[C:24](=[O:25])[N:13]2[CH2:14][CH2:15][O:16][CH2:17][C:18]3([CH2:19][CH2:20][O:21][CH2:22][CH2:23]3)[C:12]2=[N:11][C:10]=1[C:26]([NH:29][CH2:30][C:31]1[CH:36]=[CH:35][C:34]([F:37])=[CH:33][C:32]=1[N:38]1[C:42](=[O:43])[N:41]([CH3:44])[CH:40]=[N:39]1)=[O:27])[C:2]1[CH:3]=[CH:4][CH:5]=[CH:6][CH:7]=1. (5) Given the reactants [F:1][C:2]1[CH:10]=[C:9]([F:11])[CH:8]=[CH:7][C:3]=1[C:4](Cl)=[O:5].[CH:12]([NH2:15])([CH3:14])[CH3:13], predict the reaction product. The product is: [CH:12]([NH:15][C:4](=[O:5])[C:3]1[CH:7]=[CH:8][C:9]([F:11])=[CH:10][C:2]=1[F:1])([CH3:14])[CH3:13]. (6) Given the reactants [CH3:1][C:2]([S@@:5]([NH2:7])=[O:6])([CH3:4])[CH3:3].[Br:8][C:9]1[CH:16]=[CH:15][C:12]([CH:13]=O)=[C:11]([F:17])[CH:10]=1.C1(C)C=CC(S([O-])(=O)=O)=CC=1.[NH+]1C=CC=CC=1.S([O-])([O-])(=O)=O.[Mg+2], predict the reaction product. The product is: [Br:8][C:9]1[CH:16]=[CH:15][C:12](/[CH:13]=[N:7]/[S:5]([C:2]([CH3:4])([CH3:3])[CH3:1])=[O:6])=[C:11]([F:17])[CH:10]=1.